Dataset: Reaction yield outcomes from USPTO patents with 853,638 reactions. Task: Predict the reaction yield, written as a fraction of the theoretical maximum amount of product (1.0 means a 100% yield; for example, 0.34 means a 34% yield). (1) The reactants are [Br:1][C:2]1[C:11]2[C:6](=[CH:7][CH:8]=[C:9]([O:12]C)[CH:10]=2)[C:5](=[O:14])[N:4]([C:15]2[CH:20]=[CH:19][C:18]([O:21]C)=[CH:17][CH:16]=2)[CH:3]=1.C(Cl)Cl.B(Br)(Br)Br. The catalyst is O. The product is [Br:1][C:2]1[C:11]2[C:6](=[CH:7][CH:8]=[C:9]([OH:12])[CH:10]=2)[C:5](=[O:14])[N:4]([C:15]2[CH:20]=[CH:19][C:18]([OH:21])=[CH:17][CH:16]=2)[CH:3]=1. The yield is 0.494. (2) The reactants are C1(P(C2CCCCC2)C2C=CC=CC=2C2C(OC)=CC=CC=2OC)CCCCC1.Cl[C:31]1[CH:43]=[C:42]([CH3:44])[C:41]2[C:40]3[C:35](=[CH:36][CH:37]=[CH:38][CH:39]=3)[C:34]([CH3:46])([CH3:45])[C:33]=2[CH:32]=1.[CH3:47][C:48]1([CH3:64])[C:52]([CH3:54])([CH3:53])[O:51][B:50]([B:50]2[O:51][C:52]([CH3:54])([CH3:53])[C:48]([CH3:64])([CH3:47])[O:49]2)[O:49]1.C([O-])(=O)C.[K+]. The catalyst is O1CCOCC1.C1C=CC(/C=C/C(/C=C/C2C=CC=CC=2)=O)=CC=1.C1C=CC(/C=C/C(/C=C/C2C=CC=CC=2)=O)=CC=1.C1C=CC(/C=C/C(/C=C/C2C=CC=CC=2)=O)=CC=1.[Pd].[Pd]. The product is [CH3:47][C:48]1([CH3:64])[C:52]([CH3:54])([CH3:53])[O:51][B:50]([C:31]2[CH:43]=[C:42]([CH3:44])[C:41]3[C:40]4[C:35](=[CH:36][CH:37]=[CH:38][CH:39]=4)[C:34]([CH3:46])([CH3:45])[C:33]=3[CH:32]=2)[O:49]1. The yield is 0.650. (3) The reactants are [Cl:1][C:2]1[CH:3]=[C:4]([S:8](N2CCN(C3C(Cl)=CN=CC=3Cl)CC2)(=[O:10])=[O:9])[CH:5]=[CH:6][CH:7]=1.[Cl:25]C1C=NC=C(Cl)C=1N1CCNCC1. No catalyst specified. The product is [Cl:1][C:2]1[CH:3]=[C:4]([S:8]([Cl:25])(=[O:10])=[O:9])[CH:5]=[CH:6][CH:7]=1. The yield is 0.660. (4) The reactants are [C:1]([NH:5][S:6]([CH2:9][CH2:10][CH2:11]Cl)(=[O:8])=[O:7])([CH3:4])([CH3:3])[CH3:2].C([Li])CCC. The catalyst is C1COCC1. The product is [C:1]([NH:5][S:6]([CH:9]1[CH2:11][CH2:10]1)(=[O:8])=[O:7])([CH3:4])([CH3:3])[CH3:2]. The yield is 0.560.